From a dataset of Full USPTO retrosynthesis dataset with 1.9M reactions from patents (1976-2016). Predict the reactants needed to synthesize the given product. (1) Given the product [CH3:14][N:4]1[C:5]2[CH2:10][CH2:9][N:8]([C:11](=[O:13])[CH3:12])[CH2:7][C:6]=2[C:2]([NH:21][C:19]2[CH:18]=[N:17][N:16]([CH3:15])[CH:20]=2)=[N:3]1, predict the reactants needed to synthesize it. The reactants are: Br[C:2]1[C:6]2[CH2:7][N:8]([C:11](=[O:13])[CH3:12])[CH2:9][CH2:10][C:5]=2[N:4]([CH3:14])[N:3]=1.[CH3:15][N:16]1[CH:20]=[C:19]([NH2:21])[CH:18]=[N:17]1.CC1(C)C2C(=C(P(C3C=CC=CC=3)C3C=CC=CC=3)C=CC=2)OC2C(P(C3C=CC=CC=3)C3C=CC=CC=3)=CC=CC1=2.C([O-])([O-])=O.[Cs+].[Cs+]. (2) The reactants are: Cl.[CH2:2]([NH2:4])[CH3:3].C(=O)([O-])[O-].[K+].[K+].I[CH2:12][CH2:13][CH2:14][O:15][C:16]1[CH:21]=[CH:20][C:19]([C:22]2[CH:27]=[CH:26][C:25]([C:28]([O:30][CH2:31][CH3:32])=[O:29])=[CH:24][CH:23]=2)=[CH:18][C:17]=1[C:33]1[CH:42]=[CH:41][C:40]2[C:39]([CH3:44])([CH3:43])[CH2:38][CH2:37][C:36]([CH3:46])([CH3:45])[C:35]=2[CH:34]=1. Given the product [CH2:2]([NH:4][CH2:12][CH2:13][CH2:14][O:15][C:16]1[CH:21]=[CH:20][C:19]([C:22]2[CH:23]=[CH:24][C:25]([C:28]([O:30][CH2:31][CH3:32])=[O:29])=[CH:26][CH:27]=2)=[CH:18][C:17]=1[C:33]1[CH:42]=[CH:41][C:40]2[C:39]([CH3:44])([CH3:43])[CH2:38][CH2:37][C:36]([CH3:46])([CH3:45])[C:35]=2[CH:34]=1)[CH3:3], predict the reactants needed to synthesize it. (3) Given the product [NH2:42][C:41]1[C:36]([C:34](/[N:33]=[C:31]2/[NH:32][C:28]3([CH2:45][CH2:46][N:25]([C:23]([C:19]4[CH:18]=[C:17]([S:14]([NH:13][CH2:12][C:8]5([C:6]([OH:7])=[O:5])[CH2:9][CH2:10][CH2:11]5)(=[O:15])=[O:16])[CH:22]=[CH:21][CH:20]=4)=[O:24])[CH2:26][CH2:27]3)[CH2:29][NH:30]/2)=[O:35])=[N:37][C:38]([Cl:44])=[C:39]([NH2:43])[N:40]=1, predict the reactants needed to synthesize it. The reactants are: C([O:5][C:6]([C:8]1([CH2:12][NH:13][S:14]([C:17]2[CH:22]=[CH:21][CH:20]=[C:19]([C:23]([N:25]3[CH2:46][CH2:45][C:28]4([NH:32]/[C:31](=[N:33]/[C:34]([C:36]5[C:41]([NH2:42])=[N:40][C:39]([NH2:43])=[C:38]([Cl:44])[N:37]=5)=[O:35])/[NH:30][CH2:29]4)[CH2:27][CH2:26]3)=[O:24])[CH:18]=2)(=[O:16])=[O:15])[CH2:11][CH2:10][CH2:9]1)=[O:7])(C)(C)C.O1CCOCC1. (4) Given the product [CH2:11]([N:15]1[C:23]2[N:22]=[C:21]([Cl:24])[NH:20][C:19]=2[C:18](=[O:25])[N:17]([CH2:26][CH2:27][CH2:28][CH2:29][C:30]2[N:31]=[C:6]([C:5]3[CH:4]=[CH:3][C:2]([OH:1])=[CH:10][CH:9]=3)[O:8][N:33]=2)[C:16]1=[O:35])[CH2:12][CH2:13][CH3:14], predict the reactants needed to synthesize it. The reactants are: [OH:1][C:2]1[CH:10]=[CH:9][C:5]([C:6]([OH:8])=O)=[CH:4][CH:3]=1.[CH2:11]([N:15]1[C:23]2[N:22]=[C:21]([Cl:24])[NH:20][C:19]=2[C:18](=[O:25])[N:17]([CH2:26][CH2:27][CH2:28][CH2:29]/[C:30](=[N:33]/[H])/[NH:31]O)[C:16]1=[O:35])[CH2:12][CH2:13][CH3:14]. (5) Given the product [NH:60]1[C:59]2[CH:63]=[CH:64][C:56]([C:54]#[C:55][C:31]3[N:66]4[CH:50]=[C:51]([C:11]5[CH:12]=[CH:13][C:14]([C:17]([N:19]6[CH2:24][CH2:23][N:22]([CH3:25])[CH2:21][CH2:20]6)=[O:18])=[CH:15][CH:16]=5)[CH:52]=[CH:53][C:48]4=[N:29][CH:30]=3)=[CH:57][C:58]=2[N:62]=[CH:61]1, predict the reactants needed to synthesize it. The reactants are: IC1C2N=C([C:11]3[CH:16]=[CH:15][C:14]([C:17]([N:19]4[CH2:24][CH2:23][N:22]([CH3:25])[CH2:21][CH2:20]4)=[O:18])=[CH:13][CH:12]=3)C=CC2=NC=1.C([N:29](C(C)C)[CH2:30][CH3:31])(C)C.[CH:52]1[CH:53]=[CH:48]C(P([C:48]2[CH:53]=[CH:52][CH:51]=[CH:50]C=2)[C:52]2[CH:53]=[CH:48]C=[CH:50][CH:51]=2)=[CH:50][CH:51]=1.[C:54]([C:56]1[CH:64]=[CH:63][C:59]2[NH:60][CH:61]=[N:62][C:58]=2[CH:57]=1)#[CH:55].C[N:66](C=O)C.